From a dataset of Forward reaction prediction with 1.9M reactions from USPTO patents (1976-2016). Predict the product of the given reaction. (1) Given the reactants [O:1]1[CH2:5][CH2:4][CH:3]([N:6]2[CH2:11][CH2:10][CH:9]([OH:12])[CH2:8][CH2:7]2)[CH2:2]1.CC(OI1(OC(C)=O)(OC(C)=O)OC(=O)C2C1=CC=CC=2)=O, predict the reaction product. The product is: [O:1]1[CH2:5][CH2:4][CH:3]([N:6]2[CH2:11][CH2:10][C:9](=[O:12])[CH2:8][CH2:7]2)[CH2:2]1. (2) Given the reactants [Cl-].[Al+3].[Cl-].[Cl-].Cl[CH2:6][CH2:7][C:8]([NH:10][C:11]1[CH:16]=[CH:15][CH:14]=[CH:13][C:12]=1[F:17])=[O:9], predict the reaction product. The product is: [F:17][C:12]1[CH:13]=[CH:14][CH:15]=[C:16]2[C:11]=1[NH:10][C:8](=[O:9])[CH2:7][CH2:6]2. (3) Given the reactants [NH:1]1[C:9]2[C:4](=[CH:5][C:6]([O:10][C:11]3[C:12]4[CH2:19][N:18]([C:20]([O:22][C:23]([CH3:26])([CH3:25])[CH3:24])=[O:21])[CH2:17][C:13]=4[N:14]=[CH:15][N:16]=3)=[CH:7][CH:8]=2)[CH:3]=[CH:2]1.[H-].[Na+].C1([O:35][C:36](=O)[NH:37][C:38]2[CH:42]=[C:41]([C:43]3([C:46](C)(C)[O:47][SiH2]C(C)(C)C)[CH2:45][CH2:44]3)[O:40][N:39]=2)C=CC=CC=1.CCCC[N+](CCCC)(CCCC)CCCC.[F-], predict the reaction product. The product is: [C:23]([O:22][C:20]([N:18]1[CH2:19][C:12]2[C:11]([O:10][C:6]3[CH:5]=[C:4]4[C:9](=[CH:8][CH:7]=3)[N:1]([C:36](=[O:35])[NH:37][C:38]3[CH:42]=[C:41]([C:43]5([CH2:46][OH:47])[CH2:44][CH2:45]5)[O:40][N:39]=3)[CH:2]=[CH:3]4)=[N:16][CH:15]=[N:14][C:13]=2[CH2:17]1)=[O:21])([CH3:26])([CH3:25])[CH3:24]. (4) Given the reactants [C:1](/[CH:3]=[CH:4]/[S:5]([C:8]1[CH:13]=[CH:12][C:11]([C:14]([CH3:19])([CH3:18])[C:15]([OH:17])=O)=[CH:10][CH:9]=1)(=[O:7])=[O:6])#[N:2].[C:20]1([C@H:26]([NH2:28])[CH3:27])[CH:25]=[CH:24][CH:23]=[CH:22][CH:21]=1.Cl.CN(C)CCCN=C=NCC.ON1C2C=CC=CC=2N=N1, predict the reaction product. The product is: [C:1](/[CH:3]=[CH:4]/[S:5]([C:8]1[CH:9]=[CH:10][C:11]([C:14]([CH3:19])([CH3:18])[C:15]([NH:28][C@@H:26]([C:20]2[CH:25]=[CH:24][CH:23]=[CH:22][CH:21]=2)[CH3:27])=[O:17])=[CH:12][CH:13]=1)(=[O:6])=[O:7])#[N:2].